From a dataset of Catalyst prediction with 721,799 reactions and 888 catalyst types from USPTO. Predict which catalyst facilitates the given reaction. (1) Reactant: Br[C:2]1[CH:3]=[C:4]2[C:9](=[CH:10][CH:11]=1)[N:8]=[CH:7][N:6]([C:12]1[CH:13]=[C:14]([CH:19]=[CH:20][C:21]=1[CH3:22])[C:15]([O:17][CH3:18])=[O:16])[C:5]2=[O:23].C([O-])([O-])=O.[Cs+].[Cs+].C1(P(C2C=CC=CC=2)C2C=CC3C(=CC=CC=3)C=2C2C3C(=CC=CC=3)C=CC=2P(C2C=CC=CC=2)C2C=CC=CC=2)C=CC=CC=1.[CH3:76][N:77]1[CH2:82][CH2:81][NH:80][CH2:79][CH2:78]1. Product: [CH3:22][C:21]1[CH:20]=[CH:19][C:14]([C:15]([O:17][CH3:18])=[O:16])=[CH:13][C:12]=1[N:6]1[C:5](=[O:23])[C:4]2[C:9](=[CH:10][CH:11]=[C:2]([N:80]3[CH2:81][CH2:82][N:77]([CH3:76])[CH2:78][CH2:79]3)[CH:3]=2)[N:8]=[CH:7]1. The catalyst class is: 164. (2) Reactant: C(N1C=CN=C1)(N1C=CN=C1)=O.[CH3:13][O:14][C:15]1[CH:16]=[C:17]2[C:21](=[CH:22][CH:23]=1)[NH:20][CH:19]=[C:18]2[CH2:24][C:25]([OH:27])=O.[N+:28]([C:31]1[CH:36]=[CH:35][C:34]([N:37]2[CH2:42][CH2:41][NH:40][CH2:39][CH2:38]2)=[CH:33][CH:32]=1)([O-:30])=[O:29]. Product: [CH3:13][O:14][C:15]1[CH:16]=[C:17]2[C:21](=[CH:22][CH:23]=1)[NH:20][CH:19]=[C:18]2[CH2:24][C:25]([N:40]1[CH2:41][CH2:42][N:37]([C:34]2[CH:33]=[CH:32][C:31]([N+:28]([O-:30])=[O:29])=[CH:36][CH:35]=2)[CH2:38][CH2:39]1)=[O:27]. The catalyst class is: 118.